Dataset: Catalyst prediction with 721,799 reactions and 888 catalyst types from USPTO. Task: Predict which catalyst facilitates the given reaction. Reactant: [CH2:1]([C:3]1([C:8]2[CH:9]=[CH:10][C:11]3[O:15][CH:14]=[CH:13][C:12]=3[CH:16]=2)[O:7][CH2:6][CH2:5][O:4]1)[CH3:2].[Li]CCCC.CCCCCC.[Cl:28]C(Cl)(Cl)C(Cl)(Cl)Cl. Product: [Cl:28][C:14]1[O:15][C:11]2[CH:10]=[CH:9][C:8]([C:3]3([CH2:1][CH3:2])[O:4][CH2:5][CH2:6][O:7]3)=[CH:16][C:12]=2[CH:13]=1. The catalyst class is: 1.